This data is from TCR-epitope binding with 47,182 pairs between 192 epitopes and 23,139 TCRs. The task is: Binary Classification. Given a T-cell receptor sequence (or CDR3 region) and an epitope sequence, predict whether binding occurs between them. (1) The epitope is FLNGSCGSV. The TCR CDR3 sequence is CASSLEGTSGPQETQYF. Result: 0 (the TCR does not bind to the epitope). (2) The epitope is IIKDYGKQM. The TCR CDR3 sequence is CAGSLALRLADQETQYF. Result: 1 (the TCR binds to the epitope).